Predict which catalyst facilitates the given reaction. From a dataset of Catalyst prediction with 721,799 reactions and 888 catalyst types from USPTO. (1) Reactant: [C:1]([O:5][C:6](=[O:19])[NH:7][N:8]1[C:16]2[C:11](=[CH:12][C:13]([CH2:17]O)=[CH:14][CH:15]=2)[CH:10]=[CH:9]1)([CH3:4])([CH3:3])[CH3:2].CCOCC.C(Cl)Cl.P(Br)(Br)[Br:29]. Product: [C:1]([O:5][C:6](=[O:19])[NH:7][N:8]1[C:16]2[C:11](=[CH:12][C:13]([CH2:17][Br:29])=[CH:14][CH:15]=2)[CH:10]=[CH:9]1)([CH3:4])([CH3:3])[CH3:2]. The catalyst class is: 2. (2) Reactant: [CH2:1]([CH:8]1[CH2:13][CH2:12][N:11]([C:14](=[O:25])[CH2:15][NH:16][C:17]2[CH:22]=[CH:21][C:20]([O:23]C)=[CH:19][CH:18]=2)[CH2:10][CH2:9]1)[C:2]1[CH:7]=[CH:6][CH:5]=[CH:4][CH:3]=1.B(Br)(Br)Br. Product: [CH2:1]([CH:8]1[CH2:9][CH2:10][N:11]([C:14](=[O:25])[CH2:15][NH:16][C:17]2[CH:22]=[CH:21][C:20]([OH:23])=[CH:19][CH:18]=2)[CH2:12][CH2:13]1)[C:2]1[CH:7]=[CH:6][CH:5]=[CH:4][CH:3]=1. The catalyst class is: 27. (3) Reactant: [CH3:1][O:2][C:3]([C:5]1[C:13]([NH:14][C:15]2[CH:20]=[CH:19][C:18]([Br:21])=[CH:17][C:16]=2[Cl:22])=[C:12]([F:23])[C:8]2[N:9]=[CH:10][NH:11][C:7]=2[CH:6]=1)=[O:4].C([O-])([O-])=O.[K+].[K+].[CH:30]([S:32]([CH3:35])(=[O:34])=[O:33])=[CH2:31]. Product: [CH3:1][O:2][C:3]([C:5]1[C:13]([NH:14][C:15]2[CH:20]=[CH:19][C:18]([Br:21])=[CH:17][C:16]=2[Cl:22])=[C:12]([F:23])[C:8]2[N:9]=[CH:10][N:11]([CH2:31][CH2:30][S:32]([CH3:35])(=[O:34])=[O:33])[C:7]=2[CH:6]=1)=[O:4]. The catalyst class is: 248.